This data is from Catalyst prediction with 721,799 reactions and 888 catalyst types from USPTO. The task is: Predict which catalyst facilitates the given reaction. (1) Reactant: [OH:1][CH2:2][CH2:3][CH2:4][C:5]([O-:7])=[O:6].[Na+].[CH2:9](Br)[C:10]1[CH:15]=[CH:14][CH:13]=[CH:12][CH:11]=1.O. Product: [OH:1][CH2:2][CH2:3][CH2:4][C:5]([O:7][CH2:9][C:10]1[CH:15]=[CH:14][CH:13]=[CH:12][CH:11]=1)=[O:6]. The catalyst class is: 3. (2) Reactant: CC1C=CC(S(O[CH2:12][C@@H:13]2[O:22][C:21]3[C:16](=[CH:17][CH:18]=[C:19]4[NH:25][C:24]([C:26]([F:29])([F:28])[F:27])=[N:23][C:20]4=3)[O:15][CH2:14]2)(=O)=O)=CC=1.[NH:30]1[CH2:35][CH:34]=[C:33]([C:36]2[C:44]3[C:39](=[CH:40][CH:41]=[CH:42][CH:43]=3)[NH:38][CH:37]=2)[CH2:32][CH2:31]1. Product: [NH:38]1[C:39]2[C:44](=[CH:43][CH:42]=[CH:41][CH:40]=2)[C:36]([C:33]2[CH2:34][CH2:35][N:30]([CH2:12][CH:13]3[O:22][C:21]4[C:16](=[CH:17][CH:18]=[C:19]5[NH:25][C:24]([C:26]([F:27])([F:29])[F:28])=[N:23][C:20]5=4)[O:15][CH2:14]3)[CH2:31][CH:32]=2)=[CH:37]1. The catalyst class is: 148. (3) Reactant: [Li]CCCC.CCCCCC.[Cl:12][C:13]1[CH:14]=[C:15]2[C:19](=[CH:20][C:21]=1[F:22])[NH:18][CH:17]=[CH:16]2.CC([O-])(C)C.[K+].[C:29](=[O:31])=[O:30]. Product: [Cl:12][C:13]1[CH:14]=[C:15]2[C:19](=[C:20]([C:29]([OH:31])=[O:30])[C:21]=1[F:22])[NH:18][CH:17]=[CH:16]2. The catalyst class is: 20.